Dataset: Peptide-MHC class I binding affinity with 185,985 pairs from IEDB/IMGT. Task: Regression. Given a peptide amino acid sequence and an MHC pseudo amino acid sequence, predict their binding affinity value. This is MHC class I binding data. (1) The peptide sequence is TYQRTRALL. The MHC is H-2-Kd with pseudo-sequence H-2-Kd. The binding affinity (normalized) is 0.717. (2) The peptide sequence is KLVAMGINAV. The MHC is HLA-B51:01 with pseudo-sequence HLA-B51:01. The binding affinity (normalized) is 0.0261. (3) The binding affinity (normalized) is 0.479. The MHC is HLA-A11:01 with pseudo-sequence HLA-A11:01. The peptide sequence is AIFTYTGGY.